This data is from Catalyst prediction with 721,799 reactions and 888 catalyst types from USPTO. The task is: Predict which catalyst facilitates the given reaction. (1) Reactant: [OH:1][C:2]([C:36]1[S:37][CH:38]=[CH:39][CH:40]=1)([C:31]1[S:32][CH:33]=[CH:34][CH:35]=1)[C:3]([O:5][C@H:6]1[CH2:11][CH2:10][C@H:9]([N:12]([CH2:14][CH2:15][C:16]([NH:18][C:19]2[CH:24]=[C:23]([O:25][CH3:26])[C:22]([CH2:27][CH:28]=O)=[CH:21][C:20]=2[Cl:30])=[O:17])[CH3:13])[CH2:8][CH2:7]1)=[O:4].C([O-])(=O)C.[Si:45]([O:52][C@H:53]([C:56]1[CH:65]=[CH:64][C:63]([OH:66])=[C:62]2[C:57]=1[CH:58]=[CH:59][C:60](=[O:67])[NH:61]2)[CH2:54][NH3+:55])([C:48]([CH3:51])([CH3:50])[CH3:49])([CH3:47])[CH3:46].C(NCCNC(C)C)(C)C.C(O[BH-](OC(=O)C)OC(=O)C)(=O)C.[Na+].C(=O)(O)[O-]. Product: [OH:1][C:2]([C:31]1[S:32][CH:33]=[CH:34][CH:35]=1)([C:36]1[S:37][CH:38]=[CH:39][CH:40]=1)[C:3]([O:5][C@H:6]1[CH2:7][CH2:8][C@H:9]([N:12]([CH2:14][CH2:15][C:16]([NH:18][C:19]2[CH:24]=[C:23]([O:25][CH3:26])[C:22]([CH2:27][CH2:28][NH:55][CH2:54][C@H:53]([O:52][Si:45]([C:48]([CH3:51])([CH3:50])[CH3:49])([CH3:46])[CH3:47])[C:56]3[CH:65]=[CH:64][C:63]([OH:66])=[C:62]4[C:57]=3[CH:58]=[CH:59][C:60](=[O:67])[NH:61]4)=[CH:21][C:20]=2[Cl:30])=[O:17])[CH3:13])[CH2:10][CH2:11]1)=[O:4]. The catalyst class is: 5. (2) Reactant: [C:1]1([S:7]([NH:10][C:11]2[CH:28]=[C:27]([Cl:29])[CH:26]=[CH:25][C:12]=2[O:13][CH2:14][C:15]2[CH:24]=[CH:23][C:18]([C:19]([O:21][CH3:22])=[O:20])=[CH:17][CH:16]=2)(=[O:9])=[O:8])[CH:6]=[CH:5][CH:4]=[CH:3][CH:2]=1.C(=O)([O-])[O-].[K+].[K+].[CH:36](I)([CH3:38])[CH3:37].Cl. Product: [CH:36]([N:10]([S:7]([C:1]1[CH:2]=[CH:3][CH:4]=[CH:5][CH:6]=1)(=[O:8])=[O:9])[C:11]1[CH:28]=[C:27]([Cl:29])[CH:26]=[CH:25][C:12]=1[O:13][CH2:14][C:15]1[CH:24]=[CH:23][C:18]([C:19]([O:21][CH3:22])=[O:20])=[CH:17][CH:16]=1)([CH3:38])[CH3:37]. The catalyst class is: 18. (3) The catalyst class is: 3. Product: [C:21]1([NH:17][C:13]([C:10]2[CH:11]=[N:12][C:7]([C:4]3[CH:3]=[CH:2][N:1]=[CH:6][CH:5]=3)=[N:8][CH:9]=2)=[O:15])[CH:22]=[CH:23][CH:24]=[CH:25][CH:20]=1. Reactant: [N:1]1[CH:6]=[CH:5][C:4]([C:7]2[N:12]=[CH:11][C:10]([C:13]([OH:15])=O)=[CH:9][N:8]=2)=[CH:3][CH:2]=1.O[N:17]1[C:21]2[CH:22]=[CH:23][CH:24]=[CH:25][C:20]=2N=N1.C1CCC(N=C=NC2CCCCC2)CC1.NC1C=CC=CC=1.C(O)C(N)(CO)CO. (4) Reactant: [C:1]([O:5][C:6]([N:8]1[C:15](=[O:16])[CH:14]2[CH:9]1[CH:10]1[CH2:17][CH:13]2[CH:12]=[CH:11]1)=[O:7])([CH3:4])([CH3:3])[CH3:2].[O:18]1CCCC1.[OH-].[Li+].Cl. Product: [C:1]([O:5][C:6]([NH:8][CH:9]1[CH:10]2[CH2:17][CH:13]([CH:12]=[CH:11]2)[CH:14]1[C:15]([OH:18])=[O:16])=[O:7])([CH3:4])([CH3:3])[CH3:2]. The catalyst class is: 232. (5) Reactant: [N:1]1[CH:6]=[CH:5][N:4]=[C:3]2[C:7]([O:9][C:10](=[O:11])[C:2]=12)=O.[NH2:12][C:13]1[CH:18]=[CH:17][C:16]([N:19]2[CH2:24][CH2:23][O:22][CH:21]([CH2:25][CH2:26][O:27][Si:28]([C:31]([CH3:34])([CH3:33])[CH3:32])([CH3:30])[CH3:29])[C:20]2=[O:35])=[CH:15][CH:14]=1.C(N(CC)CC)C.CC(C)(C)C(Cl)=O.[Cl:50][C:51]1[CH:57]=[CH:56][C:54]([NH2:55])=[CH:53][CH:52]=1.C(=O)(O)[O-].[Na+]. Product: [Si:28]([O:27][CH2:26][CH2:25][CH:21]1[O:22][CH2:23][CH2:24][N:19]([C:16]2[CH:17]=[CH:18][C:13]([NH:12][C:7]([C:3]3[C:2]([C:10]([NH:55][C:54]4[CH:56]=[CH:57][C:51]([Cl:50])=[CH:52][CH:53]=4)=[O:11])=[N:1][CH:6]=[CH:5][N:4]=3)=[O:9])=[CH:14][CH:15]=2)[C:20]1=[O:35])([C:31]([CH3:32])([CH3:34])[CH3:33])([CH3:29])[CH3:30]. The catalyst class is: 18. (6) Reactant: [CH:1]1([CH:4]2[CH:9]([C:10]3[NH:11][C:12]([C:15]4[CH:20]=[CH:19][C:18]([NH:21][C:22]([O:24][CH3:25])=[O:23])=[CH:17][CH:16]=4)=[CH:13][N:14]=3)[N:8](C(OCC3C=CC=CC=3)=O)[CH2:7][CH:6]([CH:36]3[CH2:41][CH2:40][N:39]([C:42]([O:44][C:45]([CH3:48])([CH3:47])[CH3:46])=[O:43])[CH2:38][CH2:37]3)[CH2:5]2)[CH2:3][CH2:2]1. Product: [CH:1]1([CH:4]2[CH:9]([C:10]3[NH:11][C:12]([C:15]4[CH:16]=[CH:17][C:18]([NH:21][C:22]([O:24][CH3:25])=[O:23])=[CH:19][CH:20]=4)=[CH:13][N:14]=3)[NH:8][CH2:7][CH:6]([CH:36]3[CH2:41][CH2:40][N:39]([C:42]([O:44][C:45]([CH3:48])([CH3:47])[CH3:46])=[O:43])[CH2:38][CH2:37]3)[CH2:5]2)[CH2:3][CH2:2]1. The catalyst class is: 99.